Dataset: Peptide-MHC class II binding affinity with 134,281 pairs from IEDB. Task: Regression. Given a peptide amino acid sequence and an MHC pseudo amino acid sequence, predict their binding affinity value. This is MHC class II binding data. (1) The peptide sequence is LALVGFLGGLITGIS. The MHC is DRB1_1302 with pseudo-sequence DRB1_1302. The binding affinity (normalized) is 0.466. (2) The peptide sequence is EKKYFQATQFEPLAA. The MHC is HLA-DPA10103-DPB10601 with pseudo-sequence HLA-DPA10103-DPB10601. The binding affinity (normalized) is 0.881. (3) The peptide sequence is GELQEVDKIDAAFKI. The MHC is DRB1_1101 with pseudo-sequence DRB1_1101. The binding affinity (normalized) is 0.431. (4) The peptide sequence is RSIQDNQVAYLIIGIK. The MHC is DRB1_0801 with pseudo-sequence DRB1_0801. The binding affinity (normalized) is 0.352. (5) The peptide sequence is AAATAGNTVYGAFAA. The MHC is HLA-DQA10501-DQB10301 with pseudo-sequence HLA-DQA10501-DQB10301. The binding affinity (normalized) is 0.614. (6) The peptide sequence is GLGWYKIEIDQDHQE. The MHC is HLA-DPA10201-DPB10501 with pseudo-sequence HLA-DPA10201-DPB10501. The binding affinity (normalized) is 0.0399. (7) The peptide sequence is LEKISNEIKIVATPD. The MHC is HLA-DQA10104-DQB10503 with pseudo-sequence HLA-DQA10104-DQB10503. The binding affinity (normalized) is 0.160. (8) The peptide sequence is ITYVATATLPNYCRA. The MHC is DRB3_0101 with pseudo-sequence DRB3_0101. The binding affinity (normalized) is 0.336. (9) The peptide sequence is RLAVMGDVAWDFSSA. The MHC is DRB1_1302 with pseudo-sequence DRB1_1302. The binding affinity (normalized) is 0.0628.